This data is from Catalyst prediction with 721,799 reactions and 888 catalyst types from USPTO. The task is: Predict which catalyst facilitates the given reaction. (1) Reactant: [F:1][C:2]([F:27])([F:26])[C:3]1[CH:8]=[CH:7][C:6]([C:9]2[N:14]=[CH:13][N:12]=[C:11]([O:15][C:16]3[C:21]4[N:22]=[C:23]([NH2:25])[S:24][C:20]=4[CH:19]=[CH:18][CH:17]=3)[CH:10]=2)=[CH:5][CH:4]=1.Cl[C:29]([O:31][CH3:32])=[O:30]. Product: [CH3:32][O:31][C:29](=[O:30])[NH:25][C:23]1[S:24][C:20]2[CH:19]=[CH:18][CH:17]=[C:16]([O:15][C:11]3[CH:10]=[C:9]([C:6]4[CH:7]=[CH:8][C:3]([C:2]([F:26])([F:1])[F:27])=[CH:4][CH:5]=4)[N:14]=[CH:13][N:12]=3)[C:21]=2[N:22]=1. The catalyst class is: 436. (2) Reactant: [F:1][CH2:2][CH2:3][CH2:4][C:5]1[CH:10]=[CH:9][C:8]([N+:11]([O-])=O)=[CH:7][C:6]=1[C:14]([F:17])([F:16])[F:15]. Product: [F:1][CH2:2][CH2:3][CH2:4][C:5]1[CH:10]=[CH:9][C:8]([NH2:11])=[CH:7][C:6]=1[C:14]([F:15])([F:16])[F:17]. The catalyst class is: 129. (3) Reactant: [H-].[Na+].N1([C:12]([C:14]2[C:15]([NH:22][CH:23]3[CH2:28][CH2:27][CH2:26][CH2:25][CH2:24]3)=[N:16][C:17]([S:20][CH3:21])=[N:18][CH:19]=2)=[O:13])C2C=CC=CC=2N=N1.C(OC(C)(C)C)(=O)[CH2:30][C:31]([O:33][CH2:34][CH3:35])=[O:32].OS([O-])(=O)=O.[Na+].FC(F)(F)C(O)=O. Product: [CH2:34]([O:33][C:31](=[O:32])[CH2:30][C:12]([C:14]1[C:15]([NH:22][CH:23]2[CH2:24][CH2:25][CH2:26][CH2:27][CH2:28]2)=[N:16][C:17]([S:20][CH3:21])=[N:18][CH:19]=1)=[O:13])[CH3:35]. The catalyst class is: 85. (4) Reactant: [Cl:1][C:2]1[CH:8]=[CH:7][CH:6]=[C:5]([CH3:9])[C:3]=1[NH2:4].Br[C:11]1[CH:16]=[CH:15][C:14]([CH3:17])=[CH:13][CH:12]=1.CC(C)([O-])C.[Na+]. Product: [Cl:1][C:2]1[CH:8]=[CH:7][CH:6]=[C:5]([CH3:9])[C:3]=1[NH:4][C:11]1[CH:16]=[CH:15][C:14]([CH3:17])=[CH:13][CH:12]=1. The catalyst class is: 11. (5) Reactant: Br[C:2]1[N:7]=[C:6]([NH:8][CH2:9][CH:10]2[CH2:15][CH2:14][O:13][CH2:12][CH2:11]2)[CH:5]=[CH:4][C:3]=1[Cl:16].[F:17][C:18]1[CH:23]=[C:22](B(O)O)[C:21]([F:27])=[CH:20][N:19]=1.C(=O)([O-])[O-].[Na+].[Na+].B(O)O. Product: [Cl:16][C:3]1[C:2]([C:22]2[C:21]([F:27])=[CH:20][N:19]=[C:18]([F:17])[CH:23]=2)=[N:7][C:6]([NH:8][CH2:9][CH:10]2[CH2:15][CH2:14][O:13][CH2:12][CH2:11]2)=[CH:5][CH:4]=1. The catalyst class is: 149. (6) Reactant: [CH2:1]([O:3][CH:4]([O:10][CH2:11][CH3:12])[C:5]([O:7]CC)=O)[CH3:2].[Si:13]([O:20][C:21]1[CH:22]=[C:23]([CH:27]=[CH:28][CH:29]=1)[CH2:24][Mg]Cl)([C:16]([CH3:19])([CH3:18])[CH3:17])([CH3:15])[CH3:14].[Cl-].[NH4+]. Product: [Si:13]([O:20][C:21]1[CH:22]=[C:23]([CH2:24][C:5](=[O:7])[CH:4]([O:3][CH2:1][CH3:2])[O:10][CH2:11][CH3:12])[CH:27]=[CH:28][CH:29]=1)([C:16]([CH3:19])([CH3:18])[CH3:17])([CH3:14])[CH3:15]. The catalyst class is: 1. (7) Reactant: [CH3:1][O:2][C:3]1[C:4]([O:14][CH2:15][CH:16]2[CH2:21][CH2:20][N:19]([CH3:22])[CH2:18][CH2:17]2)=[CH:5][C:6]([N+:11]([O-])=O)=[C:7]([CH:10]=1)[C:8]#[N:9]. Product: [NH2:11][C:6]1[CH:5]=[C:4]([O:14][CH2:15][CH:16]2[CH2:17][CH2:18][N:19]([CH3:22])[CH2:20][CH2:21]2)[C:3]([O:2][CH3:1])=[CH:10][C:7]=1[C:8]#[N:9]. The catalyst class is: 312.